Dataset: Full USPTO retrosynthesis dataset with 1.9M reactions from patents (1976-2016). Task: Predict the reactants needed to synthesize the given product. (1) Given the product [CH:13]1([C:4]2[C:3]([OH:2])=[CH:8][C:7]([N+:9]([O-:11])=[O:10])=[C:6]([CH:5]=2)[C:21]#[N:22])[CH2:17][CH2:16][CH2:15][CH2:14]1, predict the reactants needed to synthesize it. The reactants are: C(=O)(OC)[O:2][C:3]1[CH:8]=[C:7]([N+:9]([O-:11])=[O:10])[C:6](Br)=[CH:5][C:4]=1[CH:13]1[CH2:17][CH2:16][CH2:15][CH2:14]1.[CH3:21][N:22](C=O)C. (2) Given the product [OH:41][C@H:40]([C:31]1[CH:32]=[CH:33][C:34]2[C:35](=[O:39])[O:36][CH2:37][C:38]=2[C:30]=1[CH3:29])[CH2:42][N:26]1[CH2:27][CH2:28][CH:23]([CH2:22][S:19]([C:15]2[CH:14]=[C:13]3[C:18](=[CH:17][CH:16]=2)[C:9](=[O:8])[O:10][CH2:11][CH2:12]3)(=[O:21])=[O:20])[CH2:24][CH2:25]1, predict the reactants needed to synthesize it. The reactants are: FC(F)(F)C([O-])=O.[O:8]=[C:9]1[C:18]2[C:13](=[CH:14][C:15]([S:19]([CH2:22][CH:23]3[CH2:28][CH2:27][NH2+:26][CH2:25][CH2:24]3)(=[O:21])=[O:20])=[CH:16][CH:17]=2)[CH2:12][CH2:11][O:10]1.[CH3:29][C:30]1[C:38]2[CH2:37][O:36][C:35](=[O:39])[C:34]=2[CH:33]=[CH:32][C:31]=1[C@@H:40]1[CH2:42][O:41]1. (3) Given the product [C:32]([C:31]1[CH:30]=[CH:29][CH:28]=[CH:27][C:26]=1[C:25]([NH:24][CH2:23][C:21]1[N:22]=[C:18]([N:15]2[CH2:16][CH2:17][CH:12]([NH:11][C:9]([C:3]3[NH:4][C:5]([CH3:8])=[C:6]([Cl:7])[C:2]=3[Cl:1])=[O:10])[CH2:13][CH2:14]2)[S:19][C:20]=1[C:35]([OH:37])=[O:36])=[O:34])([OH:41])=[O:33], predict the reactants needed to synthesize it. The reactants are: [Cl:1][C:2]1[C:6]([Cl:7])=[C:5]([CH3:8])[NH:4][C:3]=1[C:9]([NH:11][CH:12]1[CH2:17][CH2:16][N:15]([C:18]2[S:19][C:20]([C:35]([O:37]CC)=[O:36])=[C:21]([CH2:23][N:24]3[C:32](=[O:33])[C:31]4[C:26](=[CH:27][CH:28]=[CH:29][CH:30]=4)[C:25]3=[O:34])[N:22]=2)[CH2:14][CH2:13]1)=[O:10].[Li+].[OH-:41]. (4) Given the product [CH2:32]([O:10][C:9]1[CH:8]=[CH:7][C:6]([C:11]2[O:12][CH:13]=[C:14]([CH2:16][CH2:17][C:18]([C:20]3[C:25]([CH3:26])=[CH:24][CH:23]=[CH:22][N:21]=3)=[O:19])[N:15]=2)=[CH:5][C:4]=1[O:3][CH:2]([F:1])[F:27])[CH2:31][CH:30]=[CH2:29], predict the reactants needed to synthesize it. The reactants are: [F:1][CH:2]([F:27])[O:3][C:4]1[CH:5]=[C:6]([C:11]2[O:12][CH:13]=[C:14]([CH2:16][CH2:17][C:18]([C:20]3[C:25]([CH3:26])=[CH:24][CH:23]=[CH:22][N:21]=3)=[O:19])[N:15]=2)[CH:7]=[CH:8][C:9]=1[OH:10].Br[CH2:29][CH2:30][CH:31]=[CH2:32]. (5) Given the product [Cl:1][C:2]1[CH:26]=[CH:25][C:5]([CH2:6][C@H:7]2[CH2:12][C@H:11]([C:13]3[O:20][NH:30][C:15](=[O:16])[CH:14]=3)[CH2:10][CH2:9][N:8]2[C:21]([O:23][CH3:24])=[O:22])=[CH:4][CH:3]=1, predict the reactants needed to synthesize it. The reactants are: [Cl:1][C:2]1[CH:26]=[CH:25][C:5]([CH2:6][CH:7]2[CH2:12][CH:11]([C:13](=[O:20])[CH2:14][C:15](OCC)=[O:16])[CH2:10][CH2:9][N:8]2[C:21]([O:23][CH3:24])=[O:22])=[CH:4][CH:3]=1.[OH-].[Na+].Cl.[NH2:30]O.Cl. (6) Given the product [F:1][C:2]([F:33])([F:32])[C:3]1[CH:4]=[C:5]([C@@H:13]([OH:31])[C@H:14]([CH:29]=[CH2:30])[C:15]([NH:17][NH2:34])=[O:16])[CH:6]=[C:7]([C:9]([F:12])([F:11])[F:10])[CH:8]=1, predict the reactants needed to synthesize it. The reactants are: [F:1][C:2]([F:33])([F:32])[C:3]1[CH:4]=[C:5]([C@@H:13]([OH:31])[C@H:14]([CH:29]=[CH2:30])[C:15]([N:17]2[C@@H](C3C=CC=CC=3)COC2=O)=[O:16])[CH:6]=[C:7]([C:9]([F:12])([F:11])[F:10])[CH:8]=1.[NH2:34]N. (7) Given the product [N:49]1[C:50]([C:58]2[CH:59]=[C:60]([NH:64][C:22]([C:15]3[C:16](=[O:21])[O:17][C:18]4[C:13]([CH:14]=3)=[CH:12][C:11]([I:10])=[CH:20][CH:19]=4)=[O:24])[CH:61]=[CH:62][CH:63]=2)=[CH:51][N:52]2[CH:57]=[CH:56][CH:55]=[CH:54][C:53]=12, predict the reactants needed to synthesize it. The reactants are: CCN(C(C)C)C(C)C.[I:10][C:11]1[CH:12]=[C:13]2[C:18](=[CH:19][CH:20]=1)[O:17][C:16](=[O:21])[C:15]([C:22]([OH:24])=O)=[CH:14]2.CN(C(ON1N=NC2C=CC=NC1=2)=[N+](C)C)C.F[P-](F)(F)(F)(F)F.[N:49]1[C:50]([C:58]2[CH:59]=[C:60]([NH2:64])[CH:61]=[CH:62][CH:63]=2)=[CH:51][N:52]2[CH:57]=[CH:56][CH:55]=[CH:54][C:53]=12. (8) Given the product [Cl:20][C:6]1[CH:5]=[N:4][CH:3]=[C:2]([Cl:1])[C:7]=1[S:8][C:9]1[S:13][C:12]([C:14]([NH:21][CH:22]2[CH2:27][CH2:26][CH2:25][NH:24][C:23]2=[O:28])=[O:16])=[CH:11][C:10]=1[N+:17]([O-:19])=[O:18], predict the reactants needed to synthesize it. The reactants are: [Cl:1][C:2]1[CH:3]=[N:4][CH:5]=[C:6]([Cl:20])[C:7]=1[S:8][C:9]1[S:13][C:12]([C:14]([OH:16])=O)=[CH:11][C:10]=1[N+:17]([O-:19])=[O:18].[NH2:21][CH:22]1[CH2:27][CH2:26][CH2:25][NH:24][C:23]1=[O:28].